Dataset: Peptide-MHC class I binding affinity with 185,985 pairs from IEDB/IMGT. Task: Regression. Given a peptide amino acid sequence and an MHC pseudo amino acid sequence, predict their binding affinity value. This is MHC class I binding data. (1) The peptide sequence is QQVVDADSK. The MHC is HLA-A11:01 with pseudo-sequence HLA-A11:01. The binding affinity (normalized) is 0.0593. (2) The peptide sequence is DDGFLDIWTY. The MHC is Mamu-A11 with pseudo-sequence Mamu-A11. The binding affinity (normalized) is 0.0578. (3) The peptide sequence is MIIGEPIIV. The MHC is HLA-A02:06 with pseudo-sequence HLA-A02:06. The binding affinity (normalized) is 0.452. (4) The peptide sequence is SVPLPCQLMY. The MHC is HLA-A03:01 with pseudo-sequence HLA-A03:01. The binding affinity (normalized) is 0.443. (5) The peptide sequence is RLVEEFFNR. The MHC is HLA-A03:01 with pseudo-sequence HLA-A03:01. The binding affinity (normalized) is 0.718. (6) The peptide sequence is TRTSPNIPK. The MHC is HLA-B08:02 with pseudo-sequence HLA-B08:02. The binding affinity (normalized) is 0.0847. (7) The peptide sequence is EVVGSYIRY. The MHC is HLA-A68:02 with pseudo-sequence HLA-A68:02. The binding affinity (normalized) is 0.0847. (8) The peptide sequence is THADVPVVL. The MHC is HLA-A01:01 with pseudo-sequence HLA-A01:01. The binding affinity (normalized) is 0.0847. (9) The peptide sequence is ESEVDDPAM. The MHC is HLA-A68:02 with pseudo-sequence HLA-A68:02. The binding affinity (normalized) is 0.0847.